The task is: Predict the product of the given reaction.. This data is from Forward reaction prediction with 1.9M reactions from USPTO patents (1976-2016). (1) The product is: [I-:55].[C:23]([O:34][CH2:35][CH:36]([O:50][C:51]([O:53][CH2:54][N+:19]1([CH3:22])[CH2:20][CH2:21][N:16]([C:15]2[C:4]3[CH:3]=[C:2]([CH3:1])[S:6][C:5]=3[NH:7][C:8]3[CH:9]=[CH:10][CH:11]=[CH:12][C:13]=3[N:14]=2)[CH2:17][CH2:18]1)=[O:52])[CH2:37][O:38][C:39](=[O:49])[CH2:40][CH2:41][CH2:42][CH2:43][CH2:44][CH2:45][CH2:46][CH2:47][CH3:48])(=[O:33])[CH2:24][CH2:25][CH2:26][CH2:27][CH2:28][CH2:29][CH2:30][CH2:31][CH3:32]. Given the reactants [CH3:1][C:2]1[S:6][C:5]2[NH:7][C:8]3[CH:9]=[CH:10][CH:11]=[CH:12][C:13]=3[N:14]=[C:15]([N:16]3[CH2:21][CH2:20][N:19]([CH3:22])[CH2:18][CH2:17]3)[C:4]=2[CH:3]=1.[C:23]([O:34][CH2:35][CH:36]([O:50][C:51]([O:53][CH2:54][I:55])=[O:52])[CH2:37][O:38][C:39](=[O:49])[CH2:40][CH2:41][CH2:42][CH2:43][CH2:44][CH2:45][CH2:46][CH2:47][CH3:48])(=[O:33])[CH2:24][CH2:25][CH2:26][CH2:27][CH2:28][CH2:29][CH2:30][CH2:31][CH3:32], predict the reaction product. (2) Given the reactants [C:1]([O:5][C:6](=[O:14])[NH:7][CH:8]1[CH2:13][CH2:12][NH:11][CH2:10][CH2:9]1)([CH3:4])([CH3:3])[CH3:2].Cl[C:16]1[CH:21]=[CH:20][N:19]=[CH:18][CH:17]=1, predict the reaction product. The product is: [C:1]([O:5][C:6](=[O:14])[NH:7][CH:8]1[CH2:13][CH2:12][N:11]([C:16]2[CH:21]=[CH:20][N:19]=[CH:18][CH:17]=2)[CH2:10][CH2:9]1)([CH3:4])([CH3:2])[CH3:3]. (3) Given the reactants [C:1]12(O)[CH2:10][CH:5]3[CH2:6][CH:7]([CH2:9][CH:3]([CH2:4]3)[CH2:2]1)[CH2:8]2.O.[C:13]1([CH3:23])[CH:18]=[CH:17][C:16](S(O)(=O)=O)=[CH:15][CH:14]=1.[C:24]1([CH:31]=[CH:30][CH:29]=[C:27]([OH:28])[CH:26]=1)[OH:25].[CH3:32][CH2:33][CH2:34]CCCC, predict the reaction product. The product is: [C:1]12([C:29]3[CH:30]=[C:31]([C:13]45[CH2:18][CH:17]6[CH2:32][CH:33]([CH2:34][CH:15]([CH2:16]6)[CH2:14]4)[CH2:23]5)[C:24]([OH:25])=[CH:26][C:27]=3[OH:28])[CH2:10][CH:5]3[CH2:6][CH:7]([CH2:9][CH:3]([CH2:4]3)[CH2:2]1)[CH2:8]2. (4) The product is: [N:18]1([C@H:19]2[CH2:28][CH2:27][C:26]3[CH:25]=[C:24]([C:29]#[N:30])[CH:23]=[CH:22][C:21]=3[CH2:20]2)[CH2:13][CH2:12][NH:4][CH2:1][CH2:2]1. Given the reactants [CH2:1]([N:4]([CH2:12][CH:13]=C)C(=O)OC(C)(C)C)[CH:2]=C.O=[O+][O-].[NH2:18][C@H:19]1[CH2:28][CH2:27][C:26]2[CH:25]=[C:24]([C:29]#[N:30])[CH:23]=[CH:22][C:21]=2[CH2:20]1.C(N(CC)CC)C.[BH-](OC(C)=O)(OC(C)=O)OC(C)=O.[Na+], predict the reaction product. (5) Given the reactants [C:1]([NH:4][C:5]1[CH:6]=[C:7]([C:11]2[CH:16]=[N:15][CH:14]=[C:13](Cl)[N:12]=2)[CH:8]=[CH:9][CH:10]=1)(=[O:3])[CH3:2].[F:18][C:19]([F:29])([F:28])[O:20][C:21]1[CH:27]=[CH:26][C:24]([NH2:25])=[CH:23][CH:22]=1.C1C=CC(P(C2C(C3C(P(C4C=CC=CC=4)C4C=CC=CC=4)=CC=C4C=3C=CC=C4)=C3C(C=CC=C3)=CC=2)C2C=CC=CC=2)=CC=1.CC(C)([O-])C.[Na+], predict the reaction product. The product is: [F:18][C:19]([F:28])([F:29])[O:20][C:21]1[CH:22]=[CH:23][C:24]([NH:25][C:13]2[N:12]=[C:11]([C:7]3[CH:6]=[C:5]([NH:4][C:1](=[O:3])[CH3:2])[CH:10]=[CH:9][CH:8]=3)[CH:16]=[N:15][CH:14]=2)=[CH:26][CH:27]=1. (6) Given the reactants [CH3:1][N:2]1[CH2:9][CH2:8][O:7][SiH:6]([CH3:10])[O:5][CH2:4][CH2:3]1.[CH3:11][Si:12]([CH3:22])([CH3:21])[N:13]([CH2:18][CH:19]=[CH2:20])[Si:14]([CH3:17])([CH3:16])[CH3:15], predict the reaction product. The product is: [CH3:1][N:2]1[CH2:9][CH2:8][O:7][Si:6]([CH3:10])([CH2:20][CH2:19][CH2:18][N:13]([Si:12]([CH3:21])([CH3:22])[CH3:11])[Si:14]([CH3:17])([CH3:16])[CH3:15])[O:5][CH2:4][CH2:3]1.